Dataset: NCI-60 drug combinations with 297,098 pairs across 59 cell lines. Task: Regression. Given two drug SMILES strings and cell line genomic features, predict the synergy score measuring deviation from expected non-interaction effect. (1) Drug 1: CNC(=O)C1=CC=CC=C1SC2=CC3=C(C=C2)C(=NN3)C=CC4=CC=CC=N4. Drug 2: CC1=C(C=C(C=C1)NC2=NC=CC(=N2)N(C)C3=CC4=NN(C(=C4C=C3)C)C)S(=O)(=O)N.Cl. Cell line: MDA-MB-435. Synergy scores: CSS=5.26, Synergy_ZIP=2.00, Synergy_Bliss=8.18, Synergy_Loewe=-0.844, Synergy_HSA=4.09. (2) Drug 1: CS(=O)(=O)CCNCC1=CC=C(O1)C2=CC3=C(C=C2)N=CN=C3NC4=CC(=C(C=C4)OCC5=CC(=CC=C5)F)Cl. Drug 2: C1CNP(=O)(OC1)N(CCCl)CCCl. Cell line: CCRF-CEM. Synergy scores: CSS=6.58, Synergy_ZIP=0.577, Synergy_Bliss=3.47, Synergy_Loewe=4.83, Synergy_HSA=2.73.